This data is from Forward reaction prediction with 1.9M reactions from USPTO patents (1976-2016). The task is: Predict the product of the given reaction. (1) Given the reactants [N:1]([O-])=O.[Na+].Cl.[F:6][C:7]1[CH:12]=[CH:11][CH:10]=[CH:9][C:8]=1[NH:13][NH2:14], predict the reaction product. The product is: [N:13]([C:8]1[CH:9]=[CH:10][CH:11]=[CH:12][C:7]=1[F:6])=[N+:14]=[N-:1]. (2) Given the reactants Br[C:2]1[CH:3]=[C:4]([CH:7]=[C:8]([N+:10]([O-:12])=[O:11])[CH:9]=1)[CH:5]=[O:6].[C:13](=[O:16])([O-])[O-].[K+].[K+].[CH3:19][OH:20], predict the reaction product. The product is: [CH3:19][O:20][C:13]([C:2]1[CH:3]=[CH:4][C:7]([C:2]2[CH:9]=[C:8]([N+:10]([O-:12])=[O:11])[CH:7]=[C:4]([CH:5]=[O:6])[CH:3]=2)=[CH:8][CH:9]=1)=[O:16]. (3) Given the reactants CN(C(ON1N=NC2C=CC=NC1=2)=[N+](C)C)C.F[P-](F)(F)(F)(F)F.[C:25]([O:28][C@:29]1([C:38]2[CH:47]=[CH:46][C:45]3[C:40](=[CH:41][C:42]([CH:50]=[CH2:51])=[C:43]([O:48][CH3:49])[CH:44]=3)[CH:39]=2)[CH2:33][NH:32][C@H:31]([C:34]([O:36][CH3:37])=[O:35])[CH2:30]1)(=[O:27])[CH3:26].[CH3:52][C:53]([CH3:71])([CH2:68][CH:69]=[CH2:70])[CH2:54][CH2:55][O:56][C:57]([NH:59][C@@H:60]([C:64]([CH3:67])([CH3:66])[CH3:65])[C:61](O)=[O:62])=[O:58].CCN(C(C)C)C(C)C, predict the reaction product. The product is: [C:25]([O:28][C@:29]1([C:38]2[CH:47]=[CH:46][C:45]3[C:40](=[CH:41][C:42]([CH:50]=[CH2:51])=[C:43]([O:48][CH3:49])[CH:44]=3)[CH:39]=2)[CH2:33][N:32]([C:61](=[O:62])[C@@H:60]([NH:59][C:57]([O:56][CH2:55][CH2:54][C:53]([CH3:71])([CH3:52])[CH2:68][CH:69]=[CH2:70])=[O:58])[C:64]([CH3:67])([CH3:66])[CH3:65])[C@H:31]([C:34]([O:36][CH3:37])=[O:35])[CH2:30]1)(=[O:27])[CH3:26]. (4) Given the reactants C[O:2][C:3]1[CH:4]=[CH:5][C:6]2[O:11][CH2:10][CH2:9][N:8]([CH2:12][CH2:13][NH:14][C:15](=[O:17])[CH3:16])[C:7]=2[CH:18]=1.B(Br)(Br)Br.C(=O)([O-])O.[Na+], predict the reaction product. The product is: [OH:2][C:3]1[CH:4]=[CH:5][C:6]2[O:11][CH2:10][CH2:9][N:8]([CH2:12][CH2:13][NH:14][C:15](=[O:17])[CH3:16])[C:7]=2[CH:18]=1. (5) Given the reactants [H-].[Na+].[CH3:3]O.[Br:5][C:6]1[C:11]([OH:12])=[CH:10][CH:9]=[CH:8][N:7]=1.CI, predict the reaction product. The product is: [Br:5][C:6]1[C:11]([O:12][CH3:3])=[CH:10][CH:9]=[CH:8][N:7]=1. (6) Given the reactants [F:1][C:2]1[CH:10]=[C:9]2[C:5]([C:6](I)=[CH:7][N:8]2[S:11]([C:14]2[CH:19]=[CH:18][CH:17]=[CH:16][CH:15]=2)(=[O:13])=[O:12])=[CH:4][CH:3]=1.CC1(C)C(C)(C)OB([C:29]2[CH:37]=[C:36]3[C:32]([CH2:33][C:34](=[O:38])[NH:35]3)=[CH:31][CH:30]=2)O1.C([O-])([O-])=O.[K+].[K+], predict the reaction product. The product is: [F:1][C:2]1[CH:10]=[C:9]2[C:5]([C:6]([C:29]3[CH:37]=[C:36]4[C:32]([CH2:33][C:34](=[O:38])[NH:35]4)=[CH:31][CH:30]=3)=[CH:7][N:8]2[S:11]([C:14]2[CH:19]=[CH:18][CH:17]=[CH:16][CH:15]=2)(=[O:13])=[O:12])=[CH:4][CH:3]=1.